From a dataset of Full USPTO retrosynthesis dataset with 1.9M reactions from patents (1976-2016). Predict the reactants needed to synthesize the given product. (1) Given the product [C:40]([O:16][CH:15]([C:4]1[C:5]2[CH:6]3[C:11]([CH3:13])([CH3:12])[C:9]([CH3:14])([CH2:8][CH2:7]3)[C:10]=2[N:2]([CH3:1])[N:3]=1)[C:18]1([Br:17])[C:24](=[O:25])[N:23]2[C@@H:19]1[S:20][CH:21]=[C:22]2[C:26]([O:28][CH2:29][C:30]1[CH:35]=[CH:34][C:33]([N+:36]([O-:38])=[O:37])=[CH:32][CH:31]=1)=[O:27])(=[O:41])[CH3:39], predict the reactants needed to synthesize it. The reactants are: [CH3:1][N:2]1[C:10]2[C:9]3([CH3:14])[C:11]([CH3:13])([CH3:12])[CH:6]([CH2:7][CH2:8]3)[C:5]=2[C:4]([CH:15]=[O:16])=[N:3]1.[Br:17][C@H:18]1[C:24](=[O:25])[N:23]2[C@@H:19]1[S:20][CH:21]=[C:22]2[C:26]([O:28][CH2:29][C:30]1[CH:35]=[CH:34][C:33]([N+:36]([O-:38])=[O:37])=[CH:32][CH:31]=1)=[O:27].[CH3:39][CH2:40][O:41]CC.[Mg+2].[Br-].[Br-].CCN(CC)CC.[Al].C(OC(=O)C)(=O)C. (2) Given the product [ClH:31].[ClH:31].[CH:1]([C@H:14]1[N:23]2[C@@H:18]([CH2:19][O:20][CH2:21][CH2:22]2)[CH2:17][NH:16][CH2:15]1)([C:8]1[CH:9]=[CH:10][CH:11]=[CH:12][CH:13]=1)[C:2]1[CH:3]=[CH:4][CH:5]=[CH:6][CH:7]=1, predict the reactants needed to synthesize it. The reactants are: [CH:1]([C@H:14]1[N:23]2[C@@H:18]([CH2:19][O:20][CH2:21][CH2:22]2)[CH2:17][N:16](C(OC(C)(C)C)=O)[CH2:15]1)([C:8]1[CH:13]=[CH:12][CH:11]=[CH:10][CH:9]=1)[C:2]1[CH:7]=[CH:6][CH:5]=[CH:4][CH:3]=1.[ClH:31]. (3) Given the product [CH3:39][C:36]([CH3:37])([CH3:38])[CH2:35][CH2:34][N:33]1[C:17](=[O:18])[C:16]([C:11]2[NH:10][C:9]3[CH:20]=[CH:21][C:6]([NH:5][S:2]([CH3:1])(=[O:3])=[O:4])=[CH:7][C:8]=3[S:13](=[O:15])(=[O:14])[CH:12]=2)=[C:26]([OH:27])[C:28]2=[CH:32][CH:31]=[CH:30][N:29]12, predict the reactants needed to synthesize it. The reactants are: [CH3:1][S:2]([NH:5][C:6]1[CH:21]=[CH:20][C:9]2[NH:10][C:11]([CH2:16][C:17](O)=[O:18])=[CH:12][S:13](=[O:15])(=[O:14])[C:8]=2[CH:7]=1)(=[O:4])=[O:3].C(O[C:26]([C:28]1[N:29]([NH:33][CH2:34][CH2:35][C:36]([CH3:39])([CH3:38])[CH3:37])[CH:30]=[CH:31][CH:32]=1)=[O:27])C=C.[O-]CC.[Na+].C(O)C. (4) Given the product [N+:18]([O-:21])([OH:20])=[O:19].[F:1][C:2]1[CH:3]=[C:4]([NH:14][C:16]([NH2:17])=[NH:15])[CH:5]=[CH:6][C:7]=1[N:8]1[CH:12]=[C:11]([CH3:13])[N:10]=[CH:9]1, predict the reactants needed to synthesize it. The reactants are: [F:1][C:2]1[CH:3]=[C:4]([NH2:14])[CH:5]=[CH:6][C:7]=1[N:8]1[CH:12]=[C:11]([CH3:13])[N:10]=[CH:9]1.[N:15]#[C:16][NH2:17].[N+:18]([O-:21])([OH:20])=[O:19]. (5) Given the product [CH2:1]([O:3][C:4]1[CH:11]=[CH:10][CH:9]=[CH:8][C:5]=1[CH2:6][NH:7][S:20]([C:15]1[CH:16]=[CH:17][CH:18]=[CH:19][C:14]=1[O:13][CH3:12])(=[O:22])=[O:21])[CH3:2], predict the reactants needed to synthesize it. The reactants are: [CH2:1]([O:3][C:4]1[CH:11]=[CH:10][CH:9]=[CH:8][C:5]=1[CH2:6][NH2:7])[CH3:2].[CH3:12][O:13][C:14]1[CH:19]=[CH:18][CH:17]=[CH:16][C:15]=1[S:20](Cl)(=[O:22])=[O:21]. (6) Given the product [C:11]([Si:15]([C:23]1[CH:28]=[CH:27][CH:26]=[CH:25][CH:24]=1)([C:17]1[CH:18]=[CH:19][CH:20]=[CH:21][CH:22]=1)[O:5][CH2:4][CH2:3][NH:2][CH3:1])([CH3:14])([CH3:12])[CH3:13], predict the reactants needed to synthesize it. The reactants are: [CH3:1][NH:2][CH2:3][CH2:4][OH:5].N1C=CN=C1.[C:11]([Si:15]([C:23]1[CH:28]=[CH:27][CH:26]=[CH:25][CH:24]=1)([C:17]1[CH:22]=[CH:21][CH:20]=[CH:19][CH:18]=1)Cl)([CH3:14])([CH3:13])[CH3:12]. (7) Given the product [CH3:1][N:2]([CH2:26][CH2:27][C:28]1[CH:33]=[CH:32][CH:31]=[CH:30][CH:29]=1)[CH2:3][C:4]1([C:10]2[CH:15]=[CH:14][C:13]([O:16][CH2:17][CH2:18][CH2:19][N:20]3[CH2:24][CH2:23][CH2:22][CH2:21]3)=[CH:12][CH:11]=2)[CH2:9][CH2:8][O:7][CH2:6][CH2:5]1, predict the reactants needed to synthesize it. The reactants are: [CH3:1][NH:2][CH2:3][C:4]1([C:10]2[CH:15]=[CH:14][C:13]([O:16][CH2:17][CH2:18][CH2:19][N:20]3[CH2:24][CH2:23][CH2:22][CH2:21]3)=[CH:12][CH:11]=2)[CH2:9][CH2:8][O:7][CH2:6][CH2:5]1.Br[CH2:26][CH2:27][C:28]1[CH:33]=[CH:32][CH:31]=[CH:30][CH:29]=1.C(=O)([O-])[O-].[K+].[K+]. (8) Given the product [F:34][C:29]1[C:28]([C:12]2[CH:13]=[C:14]3[C@@:15]4([CH2:19][S:18][C:17]([NH:20][C:21](=[O:27])[O:22][C:23]([CH3:25])([CH3:26])[CH3:24])=[N:16]4)[C:4]4[C:5](=[N:6][CH:7]=[C:2]([C:42]#[C:43][C:44]5([CH3:48])[CH2:47][O:46][CH2:45]5)[CH:3]=4)[O:8][C:9]3=[CH:10][CH:11]=2)=[CH:33][CH:32]=[CH:31][N:30]=1, predict the reactants needed to synthesize it. The reactants are: Br[C:2]1[CH:3]=[C:4]2[C@:15]3([CH2:19][S:18][C:17]([NH:20][C:21](=[O:27])[O:22][C:23]([CH3:26])([CH3:25])[CH3:24])=[N:16]3)[C:14]3[C:9](=[CH:10][CH:11]=[C:12]([C:28]4[C:29]([F:34])=[N:30][CH:31]=[CH:32][CH:33]=4)[CH:13]=3)[O:8][C:5]2=[N:6][CH:7]=1.CN(C=O)C.C[Si](C)(C)[C:42]#[C:43][C:44]1([CH3:48])[CH2:47][O:46][CH2:45]1.